From a dataset of Forward reaction prediction with 1.9M reactions from USPTO patents (1976-2016). Predict the product of the given reaction. (1) The product is: [CH3:1][O:2][CH2:3][CH2:4][N:5]1[C:13]2[C:8](=[CH:9][C:10]([C:14]([OH:16])=[O:15])=[CH:11][CH:12]=2)[CH:7]=[CH:6]1. Given the reactants [CH3:1][O:2][CH2:3][CH2:4][N:5]1[C:13]2[C:8](=[CH:9][C:10]([C:14]([O:16]C)=[O:15])=[CH:11][CH:12]=2)[CH:7]=[CH:6]1.[OH-].[Na+].Cl, predict the reaction product. (2) Given the reactants [Br:1][C:2]1[CH:3]=[C:4]2[N:10]=[C:9]([C:11]3[CH:16]=[CH:15][CH:14]=[CH:13][C:12]=3SCC)[N:8]([CH3:20])[C:5]2=[N:6][CH:7]=1.C(Cl)(Cl)Cl.Cl[C:26]1C=CC=C(C(OO)=O)[CH:27]=1.[S:36]([O-:40])([O-])(=[O:38])=S.[Na+].[Na+], predict the reaction product. The product is: [Br:1][C:2]1[CH:3]=[C:4]2[N:10]=[C:9]([C:11]3[CH:16]=[CH:15][CH:14]=[CH:13][C:12]=3[S:36]([CH2:26][CH3:27])(=[O:40])=[O:38])[N:8]([CH3:20])[C:5]2=[N:6][CH:7]=1.